From a dataset of Full USPTO retrosynthesis dataset with 1.9M reactions from patents (1976-2016). Predict the reactants needed to synthesize the given product. (1) Given the product [CH3:22][O:21][C:9]1[CH:8]=[C:4]2[C:3](=[CH:11][C:10]=1[O:12][CH2:13][CH2:14][CH2:15][N:16]1[CH2:20][CH2:19][CH2:18][CH2:17]1)[N:2]=[CH:23][NH:7][C:5]2=[O:6], predict the reactants needed to synthesize it. The reactants are: Cl.[NH2:2][C:3]1[CH:11]=[C:10]([O:12][CH2:13][CH2:14][CH2:15][N:16]2[CH2:20][CH2:19][CH2:18][CH2:17]2)[C:9]([O:21][CH3:22])=[CH:8][C:4]=1[C:5]([NH2:7])=[O:6].[CH3:23]N(C=NC=[N+](C)C)C.[Cl-].O1CCOCC1.C([O-])(=O)C.[Na+]. (2) Given the product [CH2:1]([NH2:3])[CH3:2].[Cl:48][C:49]1[CH:50]=[C:51]([CH:52]=[CH:53][CH:54]=1)[O:55][C:12]1[N:13]=[C:14]2[C:6]([C:4]([OH:5])=[O:29])=[CH:7][NH:8][C:9]2=[N:10][CH:11]=1, predict the reactants needed to synthesize it. The reactants are: [CH2:1]([NH:3][C:4]([C:6]1[C:14]2[C:9](=[N:10][CH:11]=[C:12](Br)[N:13]=2)[N:8](COCC[Si](C)(C)C)[CH:7]=1)=[O:5])[CH3:2].C(NC(C1C2C(=NC=C(Br)N=2)N(COCC[Si](C)(C)C)C=1)=[O:29])(C)C.[Cl:48][C:49]1[CH:50]=[C:51]([OH:55])[CH:52]=[CH:53][CH:54]=1.C(C1C=C(O)C=CC=1)#N. (3) Given the product [CH2:37]([O:39][C:4]1[N:12]=[C:11]2[C:7]([N:8]=[CH:9][N:10]2[CH2:13][CH2:14][C:15]2[CH:20]=[CH:19][CH:18]=[C:17]([OH:21])[CH:16]=2)=[C:6]([NH:22][C:23]2[CH:28]=[CH:27][C:26]([C:29]([P:33](=[O:36])([OH:35])[OH:34])([OH:32])[PH2:30]=[O:31])=[CH:25][CH:24]=2)[N:5]=1)[CH3:38], predict the reactants needed to synthesize it. The reactants are: [H-].[Na+].F[C:4]1[N:12]=[C:11]2[C:7]([N:8]=[CH:9][N:10]2[CH2:13][CH2:14][C:15]2[CH:20]=[CH:19][CH:18]=[C:17]([OH:21])[CH:16]=2)=[C:6]([NH:22][C:23]2[CH:28]=[CH:27][C:26]([C:29]([P:33](=[O:36])([OH:35])[OH:34])([OH:32])[PH2:30]=[O:31])=[CH:25][CH:24]=2)[N:5]=1.[CH2:37]([OH:39])[CH3:38]. (4) The reactants are: Br[C:2]1[CH:3]=[C:4]([C:26]([F:29])([F:28])[F:27])[C:5]2[N:6]([CH:8]=[C:9]([CH2:11][C:12]([N:14]3[CH2:18][CH2:17][CH:16]([C:19]4[CH:24]=[CH:23][CH:22]=[C:21]([F:25])[CH:20]=4)[CH2:15]3)=[O:13])[N:10]=2)[CH:7]=1.[O:30]1[CH:34]=[CH:33][C:32](B(O)O)=[CH:31]1. Given the product [F:25][C:21]1[CH:20]=[C:19]([CH:16]2[CH2:17][CH2:18][N:14]([C:12](=[O:13])[CH2:11][C:9]3[N:10]=[C:5]4[C:4]([C:26]([F:29])([F:28])[F:27])=[CH:3][C:2]([C:32]5[CH:33]=[CH:34][O:30][CH:31]=5)=[CH:7][N:6]4[CH:8]=3)[CH2:15]2)[CH:24]=[CH:23][CH:22]=1, predict the reactants needed to synthesize it. (5) Given the product [Cl:22][C:20]1[CH:19]=[C:18]([C:23]2([C:28]([F:31])([F:30])[F:29])[CH2:27][CH2:26][N:25]([C:2]3[CH:11]=[CH:10][C:5]([C:6]([O:8][CH3:9])=[O:7])=[C:4]([N+:12]([O-:14])=[O:13])[CH:3]=3)[CH2:24]2)[CH:17]=[C:16]([Cl:15])[CH:21]=1, predict the reactants needed to synthesize it. The reactants are: F[C:2]1[CH:11]=[CH:10][C:5]([C:6]([O:8][CH3:9])=[O:7])=[C:4]([N+:12]([O-:14])=[O:13])[CH:3]=1.[Cl:15][C:16]1[CH:17]=[C:18]([C:23]2([C:28]([F:31])([F:30])[F:29])[CH2:27][CH2:26][NH:25][CH2:24]2)[CH:19]=[C:20]([Cl:22])[CH:21]=1.C(=O)([O-])[O-].[K+].[K+].O. (6) Given the product [Cl:2][C:3]1[C:14]2[C:15]3[C:6]([CH2:7][CH2:8][N:9]([CH:16]4[CH2:17][CH2:18][C:19](=[O:20])[CH2:24][CH2:25]4)[C:10]=3[CH:11]=[CH:12][CH:13]=2)=[CH:5][N:4]=1, predict the reactants needed to synthesize it. The reactants are: Cl.[Cl:2][C:3]1[C:14]2[C:15]3[C:6]([CH2:7][CH2:8][N:9]([CH:16]4[CH2:25][CH2:24][C:19]5(OCC[O:20]5)[CH2:18][CH2:17]4)[C:10]=3[CH:11]=[CH:12][CH:13]=2)=[CH:5][N:4]=1.